This data is from Reaction yield outcomes from USPTO patents with 853,638 reactions. The task is: Predict the reaction yield, written as a fraction of the theoretical maximum amount of product (1.0 means a 100% yield; for example, 0.34 means a 34% yield). (1) The reactants are [CH:1]1[C:10]2[C:5](=[CH:6][CH:7]=[CH:8][CH:9]=2)[CH:4]=[CH:3][C:2]=1[C:11]1[CH:24]=[CH:23][C:22]2[C:21](=O)[C:20]3[C:15](=[CH:16][CH:17]=[C:18]([C:26]4[CH:35]=[CH:34][C:33]5[C:28](=[CH:29][CH:30]=[CH:31][CH:32]=5)[CH:27]=4)[CH:19]=3)[C:14](=O)[C:13]=2[CH:12]=1.I.O[PH2]=O. The catalyst is C(O)(=O)C. The product is [CH:27]1[C:28]2[C:33](=[CH:32][CH:31]=[CH:30][CH:29]=2)[CH:34]=[CH:35][C:26]=1[C:18]1[CH:17]=[CH:16][C:15]2[C:20](=[CH:21][C:22]3[C:13]([CH:14]=2)=[CH:12][C:11]([C:2]2[CH:3]=[CH:4][C:5]4[C:10](=[CH:9][CH:8]=[CH:7][CH:6]=4)[CH:1]=2)=[CH:24][CH:23]=3)[CH:19]=1. The yield is 0.450. (2) The reactants are [OH:1][CH2:2][C:3]([C:5]1[CH:10]=[CH:9][CH:8]=[CH:7][CH:6]=1)=[O:4].[H-].[Li+].[CH2:13](Cl)[O:14][CH3:15].[NH4+].[Cl-]. The catalyst is CN(C=O)C. The product is [CH3:13][O:14][CH2:15][O:1][CH2:2][C:3]([C:5]1[CH:10]=[CH:9][CH:8]=[CH:7][CH:6]=1)=[O:4]. The yield is 0.450. (3) The reactants are O=C[C:3]([O:5][CH2:6][CH3:7])=O.COC1C=C(N)C(N)=CC=1.CO[C:20]1[CH:21]=[C:22]2[C:27](=CC=1)[NH:26][C:25](=[O:30])[CH:24]=[N:23]2. The catalyst is C1(C)C=CC=CC=1.C(O)C. The product is [CH3:3][O:5][C:6]1[CH:7]=[C:27]2[C:22]([N:23]=[CH:24][C:25](=[O:30])[NH:26]2)=[CH:21][CH:20]=1. The yield is 0.420.